Dataset: Forward reaction prediction with 1.9M reactions from USPTO patents (1976-2016). Task: Predict the product of the given reaction. (1) Given the reactants Br[C:2]1[CH:14]=[CH:13][C:12]2[C:11]3[C:6](=[CH:7][C:8](Br)=[CH:9][CH:10]=3)[C:5](CCCCCCCC)(CCCCCCCC)[C:4]=2[CH:3]=1.[CH3:32][CH2:33][CH2:34][CH2:35][CH2:36][CH3:37].C([Li])CCC.Cl[Si:44]([CH3:50])([CH3:49])[Si:45]([CH3:48])([CH3:47])Cl.[C:51]1([CH3:57])[CH:56]=[CH:55][CH:54]=[CH:53][CH:52]=1, predict the reaction product. The product is: [C:13]1([Si:44]([CH3:50])([CH3:49])[Si:45]([CH3:48])([CH3:47])[C:34]2[C:33]3[CH2:57][C:51]4[C:52](=[CH:53][CH:54]=[CH:55][CH:56]=4)[C:32]=3[CH:37]=[CH:36][CH:35]=2)[C:12]2[CH2:11][C:6]3[C:5](=[CH:10][CH:9]=[CH:8][CH:7]=3)[C:4]=2[CH:3]=[CH:2][CH:14]=1. (2) Given the reactants Br[CH2:2][C:3]1[CH:4]=[C:5]2[C:9](=[C:10]([CH3:12])[CH:11]=1)[C:8](=[O:13])[N:7]([CH2:14][C:15]1[CH:20]=[CH:19][C:18]([O:21][C:22]([F:25])([F:24])[F:23])=[CH:17][CH:16]=1)[CH2:6]2.CN[CH2:28][C:29]1[CH:34]=[CH:33][CH:32]=[CH:31][CH:30]=1.[CH:35]([N:38](C(C)C)CC)(C)C, predict the reaction product. The product is: [CH2:28]([CH2:35][NH:38][CH2:2][C:3]1[CH:4]=[C:5]2[C:9](=[C:10]([CH3:12])[CH:11]=1)[C:8](=[O:13])[N:7]([CH2:14][C:15]1[CH:20]=[CH:19][C:18]([O:21][C:22]([F:25])([F:24])[F:23])=[CH:17][CH:16]=1)[CH2:6]2)[C:29]1[CH:30]=[CH:31][CH:32]=[CH:33][CH:34]=1.